The task is: Predict the product of the given reaction.. This data is from Forward reaction prediction with 1.9M reactions from USPTO patents (1976-2016). Given the reactants CN[C:3]1[CH:12]=[CH:11][C:10]2[C:5](=[CH:6][CH:7]=[CH:8][C:9]=2[N+:13]([O-:15])=[O:14])[N:4]=1.[N:16]1[CH:21]=CC=CC=1.[C:22](OC(=O)C)(=[O:24])[CH3:23].C([O-])(O)=O.[Na+], predict the reaction product. The product is: [C:22]([C:3]1[C:12]([NH:16][CH3:21])=[CH:11][C:10]2[C:5](=[CH:6][CH:7]=[CH:8][C:9]=2[N+:13]([O-:15])=[O:14])[N:4]=1)(=[O:24])[CH3:23].